From a dataset of Catalyst prediction with 721,799 reactions and 888 catalyst types from USPTO. Predict which catalyst facilitates the given reaction. (1) Reactant: [F:1][C:2]1[CH:7]=[C:6]([F:8])[CH:5]=[CH:4][C:3]=1[C:9]1[CH:14]=[CH:13][C:12]([S:15]([NH:18][CH:19]2[CH2:24][CH2:23][CH:22]([NH:25][C:26](=O)[C:27]([F:30])([F:29])[F:28])[CH2:21][CH2:20]2)(=[O:17])=[O:16])=[CH:11][CH:10]=1.B.C1COCC1.[NH4+].[Cl-].O. Product: [F:1][C:2]1[CH:7]=[C:6]([F:8])[CH:5]=[CH:4][C:3]=1[C:9]1[CH:14]=[CH:13][C:12]([S:15]([NH:18][C@H:19]2[CH2:20][CH2:21][C@@H:22]([NH:25][CH2:26][C:27]([F:29])([F:30])[F:28])[CH2:23][CH2:24]2)(=[O:16])=[O:17])=[CH:11][CH:10]=1. The catalyst class is: 1. (2) Reactant: [Cl:1][C:2]1[CH:3]=[CH:4][C:5]([NH:11][CH2:12][C:13]([F:16])([F:15])[F:14])=[C:6]([CH:10]=1)[C:7]([OH:9])=O.[CH3:17][C:18]([NH2:22])([C:20]#[CH:21])[CH3:19].CCN=C=NCCCN(C)C.CCN(C(C)C)C(C)C.C1C=CC2N(O)N=NC=2C=1. Product: [Cl:1][C:2]1[CH:3]=[CH:4][C:5]([NH:11][CH2:12][C:13]([F:16])([F:15])[F:14])=[C:6]([CH:10]=1)[C:7]([NH:22][C:18]([CH3:19])([C:20]#[CH:21])[CH3:17])=[O:9]. The catalyst class is: 2. (3) Reactant: [Cl:1][C:2]1[CH:3]=[C:4]([NH:9][C:10]([NH:12][C:13]2[CH:18]=[C:17]([C:19]([F:22])([F:21])[F:20])[CH:16]=[CH:15][C:14]=2[Cl:23])=[O:11])[C:5]([OH:8])=[CH:6][CH:7]=1.[Br:24]N1C(=O)CCC1=O.O. Product: [Br:24][C:6]1[C:5]([OH:8])=[C:4]([NH:9][C:10]([NH:12][C:13]2[CH:18]=[C:17]([C:19]([F:21])([F:20])[F:22])[CH:16]=[CH:15][C:14]=2[Cl:23])=[O:11])[CH:3]=[C:2]([Cl:1])[CH:7]=1. The catalyst class is: 10.